Dataset: Reaction yield outcomes from USPTO patents with 853,638 reactions. Task: Predict the reaction yield, written as a fraction of the theoretical maximum amount of product (1.0 means a 100% yield; for example, 0.34 means a 34% yield). The reactants are I[C:2]1[CH:7]=[CH:6][C:5]([S:8]([CH3:11])(=[O:10])=[O:9])=[CH:4][C:3]=1[C:12]([N:14]1[CH2:19][CH2:18][N:17]([C:20]2[CH:25]=[CH:24][C:23]([C:26]([F:29])([F:28])[F:27])=[CH:22][CH:21]=2)[CH2:16][CH2:15]1)=[O:13].[CH2:30]([NH2:34])[CH:31]([CH3:33])[CH3:32]. No catalyst specified. The product is [CH2:30]([NH:34][C:2]1[CH:7]=[CH:6][C:5]([S:8]([CH3:11])(=[O:10])=[O:9])=[CH:4][C:3]=1[C:12]([N:14]1[CH2:19][CH2:18][N:17]([C:20]2[CH:25]=[CH:24][C:23]([C:26]([F:29])([F:28])[F:27])=[CH:22][CH:21]=2)[CH2:16][CH2:15]1)=[O:13])[CH:31]([CH3:33])[CH3:32]. The yield is 0.490.